This data is from Full USPTO retrosynthesis dataset with 1.9M reactions from patents (1976-2016). The task is: Predict the reactants needed to synthesize the given product. (1) Given the product [O:1]=[C:2]1[C:11]2[C:6](=[CH:7][CH:8]=[C:9]([O:12][S:13]([C:16]([F:19])([F:17])[F:18])(=[O:15])=[O:14])[CH:10]=2)[N:5]2[CH:20]=[N:21][N:22]=[C:4]2[N:3]1[CH2:23][C:24]1[CH:25]=[CH:26][C:27]([C:28]([OH:30])=[O:29])=[CH:35][CH:36]=1, predict the reactants needed to synthesize it. The reactants are: [O:1]=[C:2]1[C:11]2[C:6](=[CH:7][CH:8]=[C:9]([O:12][S:13]([C:16]([F:19])([F:18])[F:17])(=[O:15])=[O:14])[CH:10]=2)[N:5]2[CH:20]=[N:21][N:22]=[C:4]2[N:3]1[CH2:23][C:24]1[CH:36]=[CH:35][C:27]([C:28]([O:30]C(C)(C)C)=[O:29])=[CH:26][CH:25]=1.O. (2) Given the product [N:36]1[CH:35]=[CH:34][N:31]2[CH:32]=[CH:33][C:28]([CH2:27][NH:26][C:24](=[O:25])[C:23]3[CH:37]=[CH:38][C:20]([C:46]4[CH2:45][CH2:43][N:44]([C:7]5[CH:8]=[CH:9][N:5]=[C:1]([CH3:2])[N:6]=5)[CH2:41][CH:40]=4)=[CH:21][CH:22]=3)=[CH:29][C:30]=12, predict the reactants needed to synthesize it. The reactants are: [CH2:1]([N:5]1[CH:9]=[C:8](B2OC(C)(C)C(C)(C)O2)[CH:7]=[N:6]1)[CH:2](C)C.Br[C:20]1[CH:38]=[CH:37][C:23]([C:24]([NH:26][CH2:27][C:28]2[CH:33]=[CH:32][N:31]3[CH:34]=[CH:35][N:36]=[C:30]3[CH:29]=2)=[O:25])=[CH:22][CH:21]=1.Br[C:40]1[CH:46]=[CH:45][C:43]([NH2:44])=C[CH:41]=1. (3) Given the product [CH3:1][O:2][C:3]1[CH:4]=[C:5]([C:11]2[N:16]=[C:15]3[CH:17]([CH3:31])[N:18]([C:21]4[CH:22]=[N:23][N:24]([CH2:26][C:27]([F:30])([F:29])[F:28])[CH:25]=4)[C:19](=[O:20])[C:14]3=[CH:13][CH:12]=2)[CH:6]=[N:7][C:8]=1[O:9][CH3:10], predict the reactants needed to synthesize it. The reactants are: [CH3:1][O:2][C:3]1[CH:4]=[C:5]([C:11]2[N:16]=[C:15]3[C:17](=[CH2:31])[N:18]([C:21]4[CH:22]=[N:23][N:24]([CH2:26][C:27]([F:30])([F:29])[F:28])[CH:25]=4)[C:19](=[O:20])[C:14]3=[CH:13][CH:12]=2)[CH:6]=[N:7][C:8]=1[O:9][CH3:10]. (4) The reactants are: [N:1]1([C:9]([O:11][CH2:12][C:13]2[CH:18]=[CH:17][CH:16]=[CH:15][CH:14]=2)=[O:10])[CH2:8][CH2:7][CH2:6][C@H:2]1[C:3]([OH:5])=O.CN(C(ON1N=NC2C=CC=NC1=2)=[N+](C)C)C.F[P-](F)(F)(F)(F)F.CCN(C(C)C)C(C)C.[N+:52]([C:55]1[CH:56]=[C:57]([C:61]2[N:62]=[C:63]([NH2:66])[S:64][CH:65]=2)[CH:58]=[CH:59][CH:60]=1)([O-:54])=[O:53]. Given the product [CH2:12]([O:11][C:9]([N:1]1[CH2:8][CH2:7][CH2:6][CH:2]1[C:3](=[O:5])[NH:66][C:63]1[S:64][CH:65]=[C:61]([C:57]2[CH:58]=[CH:59][CH:60]=[C:55]([N+:52]([O-:54])=[O:53])[CH:56]=2)[N:62]=1)=[O:10])[C:13]1[CH:18]=[CH:17][CH:16]=[CH:15][CH:14]=1, predict the reactants needed to synthesize it. (5) Given the product [CH3:9][O:10][C:11]1[CH:16]=[CH:15][C:14]([C:5]2[N:4]=[N:3][C:2]([NH2:1])=[CH:7][CH:6]=2)=[CH:13][CH:12]=1, predict the reactants needed to synthesize it. The reactants are: [NH2:1][C:2]1[N:3]=[N:4][C:5](Cl)=[CH:6][CH:7]=1.[CH3:9][O:10][C:11]1[CH:16]=[CH:15][C:14](B(O)O)=[CH:13][CH:12]=1.C(=O)([O-])[O-].[Na+].[Na+].